This data is from Forward reaction prediction with 1.9M reactions from USPTO patents (1976-2016). The task is: Predict the product of the given reaction. (1) Given the reactants [CH3:1][C:2]([OH:12])([CH2:5][CH2:6][CH2:7][CH:8]([CH3:11])[CH2:9][CH3:10])[C:3]#[CH:4].C1(C)C=CC(S(O)(=O)=O)=CC=1.[C:24](OC(=O)C)(=[O:26])[CH3:25], predict the reaction product. The product is: [C:24]([O:12][C:2]([CH3:1])([CH2:5][CH2:6][CH2:7][CH:8]([CH3:11])[CH2:9][CH3:10])[C:3]#[CH:4])(=[O:26])[CH3:25]. (2) Given the reactants [CH2:1]1[S:5][C@@H:4]([CH2:6][CH2:7][CH2:8][CH2:9][CH2:10][C:11]([OH:13])=[O:12])[C@H:3]2[NH:14][C:15]([NH:17][C@@H:2]12)=[O:16].O[N:19]=[C:20]([NH2:36])[CH2:21][CH2:22][CH2:23][CH2:24][N:25]1[C:29]2[CH:30]=[C:31]([CH3:34])[CH:32]=[CH:33][C:28]=2[O:27][C:26]1=[O:35].CCN=C=NCCCN(C)C.Cl.CCN(C(C)C)C(C)C, predict the reaction product. The product is: [O:16]=[C:15]1[NH:17][C@H:2]2[CH2:1][S:5][C@@H:4]([CH2:6][CH2:7][CH2:8][CH2:9][CH2:10][C:11]([O:13]/[N:19]=[C:20](\[NH2:36])/[CH2:21][CH2:22][CH2:23][CH2:24][N:25]3[C:29]4[CH:30]=[C:31]([CH3:34])[CH:32]=[CH:33][C:28]=4[O:27][C:26]3=[O:35])=[O:12])[C@H:3]2[NH:14]1. (3) Given the reactants C(Cl)Cl.[C:4]([OH:10])([C:6](F)(F)F)=[O:5].[CH3:11][CH2:12][N:13](C(C)C)C(C)C.C[CH2:21][O:22]P(ON1N=NC2C=CC=CC=2C1=O)(OCC)=O, predict the reaction product. The product is: [NH4+:13].[OH-:5].[CH3:21][OH:22].[CH3:11][CH2:12][O:10][C:4]([CH3:6])=[O:5].